This data is from Full USPTO retrosynthesis dataset with 1.9M reactions from patents (1976-2016). The task is: Predict the reactants needed to synthesize the given product. Given the product [CH3:17][N:16]([CH3:18])[CH:15]1[CH:13]2[CH2:12][CH2:11][CH:10]1[CH2:9][NH:8][CH2:14]2, predict the reactants needed to synthesize it. The reactants are: C([N:8]1[CH2:14][CH:13]2[CH:15]([N:16]([CH3:18])[CH3:17])[CH:10]([CH2:11][CH2:12]2)[CH2:9]1)C1C=CC=CC=1.N#N.